This data is from Peptide-MHC class II binding affinity with 134,281 pairs from IEDB. The task is: Regression. Given a peptide amino acid sequence and an MHC pseudo amino acid sequence, predict their binding affinity value. This is MHC class II binding data. (1) The peptide sequence is AAGGWDSLAAELATT. The MHC is HLA-DQA10401-DQB10402 with pseudo-sequence HLA-DQA10401-DQB10402. The binding affinity (normalized) is 0.192. (2) The peptide sequence is PATPAAPGAGYTPAT. The MHC is HLA-DPA10103-DPB10201 with pseudo-sequence HLA-DPA10103-DPB10201. The binding affinity (normalized) is 0.0177. (3) The MHC is DRB1_0401 with pseudo-sequence DRB1_0401. The peptide sequence is AFKVAATAANAAPAG. The binding affinity (normalized) is 0.203. (4) The peptide sequence is FDSFVASLTEALRVI. The MHC is HLA-DQA10501-DQB10301 with pseudo-sequence HLA-DQA10501-DQB10301. The binding affinity (normalized) is 0.687.